This data is from Catalyst prediction with 721,799 reactions and 888 catalyst types from USPTO. The task is: Predict which catalyst facilitates the given reaction. (1) The catalyst class is: 24. Reactant: C[O:2][C:3](=[O:40])[C:4]1[CH:9]=[CH:8][C:7]([S:10](=[O:39])(=[O:38])[NH:11][C:12]2[C:13]([O:36][CH3:37])=[N:14][C:15]([O:18][CH2:19][C:20]3[C:21]([C:28]4[C:33]([Cl:34])=[CH:32][CH:31]=[CH:30][C:29]=4[Cl:35])=[N:22][O:23][C:24]=3[CH:25]([CH3:27])[CH3:26])=[CH:16][CH:17]=2)=[CH:6][CH:5]=1.[OH-].[Na+].C(O)(=O)C. Product: [Cl:34][C:33]1[CH:32]=[CH:31][CH:30]=[C:29]([Cl:35])[C:28]=1[C:21]1[C:20]([CH2:19][O:18][C:15]2[N:14]=[C:13]([O:36][CH3:37])[C:12]([NH:11][S:10]([C:7]3[CH:6]=[CH:5][C:4]([C:3]([OH:40])=[O:2])=[CH:9][CH:8]=3)(=[O:38])=[O:39])=[CH:17][CH:16]=2)=[C:24]([CH:25]([CH3:27])[CH3:26])[O:23][N:22]=1. (2) Reactant: C([N:8]1[CH2:12][CH:11]([C:13]2[CH:18]=[CH:17][C:16]([Cl:19])=[C:15]([Cl:20])[CH:14]=2)[CH:10]([C:21]#[N:22])[CH2:9]1)C1C=CC=CC=1.ClC(OCC(Cl)(Cl)Cl)=O. Product: [Cl:20][C:15]1[CH:14]=[C:13]([CH:11]2[CH2:12][NH:8][CH2:9][CH:10]2[C:21]#[N:22])[CH:18]=[CH:17][C:16]=1[Cl:19]. The catalyst class is: 23.